This data is from Reaction yield outcomes from USPTO patents with 853,638 reactions. The task is: Predict the reaction yield, written as a fraction of the theoretical maximum amount of product (1.0 means a 100% yield; for example, 0.34 means a 34% yield). (1) The reactants are [Cl:1][C:2]1[CH:3]=[C:4]([OH:9])[CH:5]=[N:6][C:7]=1[Cl:8].[CH3:10][O:11][C:12]1[CH:19]=[CH:18][C:15]([CH2:16]Cl)=[CH:14][CH:13]=1.C([O-])([O-])=O.[K+].[K+]. The catalyst is CC#N. The product is [Cl:8][C:7]1[C:2]([Cl:1])=[CH:3][C:4]([O:9][CH2:16][C:15]2[CH:18]=[CH:19][C:12]([O:11][CH3:10])=[CH:13][CH:14]=2)=[CH:5][N:6]=1. The yield is 0.700. (2) The reactants are [CH3:1][O:2][C:3]1[CH:8]=[C:7]([CH:9]([C:11]2[CH:16]=[CH:15][CH:14]=[CH:13][CH:12]=2)[OH:10])[CH:6]=[CH:5][C:4]=1[C:17]1[CH:22]=[CH:21][CH:20]=[C:19]([CH3:23])[CH:18]=1.C1C=C[NH+]=CC=1.[O-][Cr](Cl)(=O)=O. The catalyst is C(Cl)Cl.CCOCC.[Cl-].[Na+].O. The product is [CH3:1][O:2][C:3]1[CH:8]=[C:7]([C:9]([C:11]2[CH:16]=[CH:15][CH:14]=[CH:13][CH:12]=2)=[O:10])[CH:6]=[CH:5][C:4]=1[C:17]1[CH:22]=[CH:21][CH:20]=[C:19]([CH3:23])[CH:18]=1. The yield is 0.905. (3) The reactants are FC(F)(F)C(OC1C(OC(=O)C(F)(F)F)=C(I)C=CC=1)=O.[CH3:22][C:23]([CH3:37])([O:25][C:26]([NH:28][C@H:29]([C:34]([OH:36])=[O:35])[CH2:30]C(=O)N)=[O:27])[CH3:24].[N:38]1C=CC=CC=1.C(=O)([O-])O.[Na+].[CH:49]1[C:61]2[CH:60]([CH2:62][O:63][C:64](ON3C(=O)CCC3=O)=[O:65])[C:59]3[C:54](=[CH:55][CH:56]=[CH:57][CH:58]=3)[C:53]=2[CH:52]=[CH:51][CH:50]=1. The catalyst is CN(C)C=O.O. The product is [CH3:37][C:23]([CH3:22])([O:25][C:26]([NH:28][C@H:29]([C:34]([OH:36])=[O:35])[CH2:30][NH:38][C:64]([O:63][CH2:62][CH:60]1[C:61]2[CH:49]=[CH:50][CH:51]=[CH:52][C:53]=2[C:54]2[C:59]1=[CH:58][CH:57]=[CH:56][CH:55]=2)=[O:65])=[O:27])[CH3:24]. The yield is 0.880. (4) The reactants are [N+:1]([C:4]1[CH:9]=[CH:8][C:7]([OH:10])=[CH:6][C:5]=1[F:11])([O-])=O. The catalyst is C(OCC)(=O)C.C(O)(=O)C.[Fe]. The product is [NH2:1][C:4]1[CH:9]=[CH:8][C:7]([OH:10])=[CH:6][C:5]=1[F:11]. The yield is 0.980. (5) The catalyst is C(Cl)Cl. The reactants are C[O:2][C:3]1[CH:4]=[C:5]2[C:9](=[CH:10][CH:11]=1)[NH:8][C:7]([CH3:12])=[CH:6]2.B(Br)(Br)Br. The product is [CH3:12][C:7]1[NH:8][C:9]2[C:5]([CH:6]=1)=[CH:4][C:3]([OH:2])=[CH:11][CH:10]=2. The yield is 0.600. (6) The reactants are [CH:1]([NH:4][CH:5]1[CH2:10][CH2:9][N:8]([CH2:11][C:12]2[CH:13]=[N:14][CH:15]=[CH:16][C:17]=2[O:18][CH3:19])[CH2:7][CH2:6]1)([CH3:3])[CH3:2].[C:20]([OH:28])(=[O:27])[C:21]1[CH:26]=[CH:25][CH:24]=[CH:23][CH:22]=1. The catalyst is CC(OC)(C)C. The product is [C:20]([OH:28])(=[O:27])[C:21]1[CH:26]=[CH:25][CH:24]=[CH:23][CH:22]=1.[CH:1]([NH:4][CH:5]1[CH2:6][CH2:7][N:8]([CH2:11][C:12]2[CH:13]=[N:14][CH:15]=[CH:16][C:17]=2[O:18][CH3:19])[CH2:9][CH2:10]1)([CH3:3])[CH3:2]. The yield is 0.820. (7) The reactants are [I:1][CH3:2].[CH2:3]1[C:12]2[C:7](=[CH:8][CH:9]=[CH:10][CH:11]=2)[CH2:6][CH2:5][N:4]1[C:13]1[N:14]=[CH:15][CH:16]=[C:17]2[C:21]([CH2:22][N:23]([CH3:25])[CH3:24])=[C:20]([CH3:26])[N:19]([CH2:27][C:28]3[CH:33]=[CH:32][CH:31]=[C:30]([F:34])[CH:29]=3)[C:18]=12. The catalyst is C(O)C. The product is [I-:1].[CH2:3]1[C:12]2[C:7](=[CH:8][CH:9]=[CH:10][CH:11]=2)[CH2:6][CH2:5][N:4]1[C:13]1[N:14]=[CH:15][CH:16]=[C:17]2[C:21]([CH2:22][N+:23]([CH3:2])([CH3:24])[CH3:25])=[C:20]([CH3:26])[N:19]([CH2:27][C:28]3[CH:33]=[CH:32][CH:31]=[C:30]([F:34])[CH:29]=3)[C:18]=12. The yield is 0.820.